This data is from hERG Central: cardiac toxicity at 1µM, 10µM, and general inhibition. The task is: Predict hERG channel inhibition at various concentrations. (1) The compound is CN1CCN(CC(=O)Nc2ccccc2Sc2ccccc2)CC1.O=C(O)C(=O)O. Results: hERG_inhib (hERG inhibition (general)): blocker. (2) The molecule is CCCCn1c2ccc(F)cc2c2nnc(SCCN3CCOCC3)nc21. Results: hERG_inhib (hERG inhibition (general)): blocker. (3) The compound is N#Cc1cccc(C(c2nnnn2CCc2ccccc2)N2CCN(C3CCCCC3)CC2)c1. Results: hERG_inhib (hERG inhibition (general)): blocker.